Dataset: Reaction yield outcomes from USPTO patents with 853,638 reactions. Task: Predict the reaction yield, written as a fraction of the theoretical maximum amount of product (1.0 means a 100% yield; for example, 0.34 means a 34% yield). (1) The reactants are C(NC(C)C)(C)C.C([Li])CCC.[CH3:13][S:14][C:15]1[CH:20]=[CH:19][C:18]([CH2:21][C:22]([OH:24])=[O:23])=[CH:17][CH:16]=1.I[CH2:26][CH:27]1[CH2:31][CH2:30][CH2:29][CH2:28]1. The catalyst is O1CCCC1.CN1CCCN(C)C1=O. The product is [CH:27]1([CH2:26][CH:21]([C:18]2[CH:17]=[CH:16][C:15]([S:14][CH3:13])=[CH:20][CH:19]=2)[C:22]([OH:24])=[O:23])[CH2:31][CH2:30][CH2:29][CH2:28]1. The yield is 0.350. (2) The reactants are [NH:1]1[CH2:6][CH2:5][NH:4][CH2:3][C:2]1=[O:7].Cl.Cl[CH2:10][CH2:11][C:12]1[CH:17]=[CH:16][CH:15]=[CH:14][N:13]=1.CCN(C(C)C)C(C)C. No catalyst specified. The product is [N:13]1[CH:14]=[CH:15][CH:16]=[CH:17][C:12]=1[CH2:11][CH2:10][N:4]1[CH2:5][CH2:6][NH:1][C:2](=[O:7])[CH2:3]1. The yield is 0.330. (3) The reactants are Br[C:2]1(Br)[C:10]2[C:5](=[CH:6][C:7]([Cl:11])=[CH:8][CH:9]=2)[NH:4][C:3]1=[O:12].C[OH:15]. The catalyst is O. The product is [Cl:11][C:7]1[CH:6]=[C:5]2[C:10]([C:2](=[O:15])[C:3](=[O:12])[NH:4]2)=[CH:9][CH:8]=1. The yield is 0.880.